Predict the reaction yield, written as a fraction of the theoretical maximum amount of product (1.0 means a 100% yield; for example, 0.34 means a 34% yield). From a dataset of Reaction yield outcomes from USPTO patents with 853,638 reactions. The reactants are [F:1][C:2]1[CH:3]=[C:4]([N:8]2[C:12]([CH3:13])=[C:11]([CH:14]([NH2:16])[CH3:15])[CH:10]=[N:9]2)[CH:5]=[CH:6][CH:7]=1.[S:17]1[CH:21]=[CH:20][N:19]=[C:18]1[N:22]1[CH:26]=[CH:25][CH:24]=[C:23]1[CH:27]=O.[C:29](O)(=O)[CH3:30].C(O[BH-](O[C:43](=O)[CH3:44])OC(=O)C)(=O)C.[Na+].[OH-].[Na+]. The catalyst is O1CCCC1. The product is [F:1][C:2]1[CH:3]=[C:4]([N:8]2[C:12]([CH3:13])=[C:11]([CH:14]([N:16]([CH2:24][C:23]3[N:22]([C:18]4[S:17][CH:29]=[CH:30][N:19]=4)[CH:26]=[CH:43][CH:44]=3)[CH2:27][C:23]3[N:22]([C:18]4[S:17][CH:21]=[CH:20][N:19]=4)[CH:26]=[CH:25][CH:24]=3)[CH3:15])[CH:10]=[N:9]2)[CH:5]=[CH:6][CH:7]=1. The yield is 0.500.